This data is from Catalyst prediction with 721,799 reactions and 888 catalyst types from USPTO. The task is: Predict which catalyst facilitates the given reaction. (1) Reactant: Cl.[Cl:2][C:3]1[C:11]2[C:6](=[CH:7][CH:8]=[C:9]([C:12]3[O:16][N:15]=[C:14]([C:17]4[C:18]([CH3:27])=[C:19]5[C:24](=[CH:25][CH:26]=4)[CH2:23][NH:22][CH2:21][CH2:20]5)[N:13]=3)[CH:10]=2)[N:5]([CH:28]([CH3:30])[CH3:29])[N:4]=1.C(N(C(C)C)CC)(C)C.[S:40](N)([NH2:43])(=[O:42])=[O:41]. Product: [Cl:2][C:3]1[C:11]2[C:6](=[CH:7][CH:8]=[C:9]([C:12]3[O:16][N:15]=[C:14]([C:17]4[C:18]([CH3:27])=[C:19]5[C:24](=[CH:25][CH:26]=4)[CH2:23][N:22]([S:40]([NH2:43])(=[O:42])=[O:41])[CH2:21][CH2:20]5)[N:13]=3)[CH:10]=2)[N:5]([CH:28]([CH3:30])[CH3:29])[N:4]=1. The catalyst class is: 12. (2) Reactant: [Cl:1][C:2]1[CH:10]=[CH:9][C:5]([C:6]([OH:8])=O)=[C:4]([N+:11]([O-])=O)[CH:3]=1.[C:14]1([S:20]([NH2:23])(=[O:22])=[O:21])[CH:19]=[CH:18][CH:17]=[CH:16][CH:15]=1.CCN=C=NCCCN(C)C.Cl. Product: [NH2:11][C:4]1[CH:3]=[C:2]([Cl:1])[CH:10]=[CH:9][C:5]=1[C:6]([NH:23][S:20]([C:14]1[CH:19]=[CH:18][CH:17]=[CH:16][CH:15]=1)(=[O:22])=[O:21])=[O:8]. The catalyst class is: 79. (3) Reactant: [C:1](Cl)(Cl)=[O:2].[CH3:5][C:6]([CH3:33])([CH3:32])[CH:7]([C:22]1[CH:31]=[CH:30][C:25]([C:26]([NH:28][NH2:29])=[O:27])=[CH:24][CH:23]=1)[C:8]1[CH:13]=[CH:12][C:11]([O:14][CH2:15][C:16]2[CH:21]=[CH:20][CH:19]=[CH:18][N:17]=2)=[CH:10][CH:9]=1. Product: [CH3:5][C:6]([CH3:33])([CH3:32])[CH:7]([C:22]1[CH:23]=[CH:24][C:25]([C:26]2[O:27][C:1](=[O:2])[NH:29][N:28]=2)=[CH:30][CH:31]=1)[C:8]1[CH:13]=[CH:12][C:11]([O:14][CH2:15][C:16]2[CH:21]=[CH:20][CH:19]=[CH:18][N:17]=2)=[CH:10][CH:9]=1. The catalyst class is: 1. (4) Reactant: C(OC([N:8]1[CH2:13][CH2:12][N:11]([C:14]([C:16]2[N:17]=[C:18]([CH3:28])[S:19][C:20]=2[C:21]2[CH:26]=[CH:25][C:24]([F:27])=[CH:23][CH:22]=2)=[O:15])[CH:10]([CH2:29][C:30]2[O:31][CH:32]=[C:33]([C:35]3[CH:40]=[CH:39][C:38]([F:41])=[CH:37][CH:36]=3)[N:34]=2)[CH2:9]1)=O)(C)(C)C. The catalyst class is: 55. Product: [F:27][C:24]1[CH:25]=[CH:26][C:21]([C:20]2[S:19][C:18]([CH3:28])=[N:17][C:16]=2[C:14]([N:11]2[CH2:12][CH2:13][NH:8][CH2:9][CH:10]2[CH2:29][C:30]2[O:31][CH:32]=[C:33]([C:35]3[CH:36]=[CH:37][C:38]([F:41])=[CH:39][CH:40]=3)[N:34]=2)=[O:15])=[CH:22][CH:23]=1.